This data is from Forward reaction prediction with 1.9M reactions from USPTO patents (1976-2016). The task is: Predict the product of the given reaction. (1) Given the reactants CCO[C:4]([C:6]([CH2:8][C:9]([C:11]([CH3:14])([CH3:13])[CH3:12])=[O:10])=[O:7])=[O:5].[S:15]1[CH:19]=[CH:18][C:17]([C:20]2[CH:26]=[CH:25][C:23]([NH2:24])=[CH:22][CH:21]=2)=[CH:16]1.[CH3:27][O:28][C:29]([CH2:31][O:32][C:33]1[CH:40]=[CH:39][CH:38]=[CH:37][C:34]=1[CH:35]=O)=[O:30].C(O)(=O)C.C(=O)(O)[O-].[Na+], predict the reaction product. The product is: [CH3:14][C:11]([CH3:12])([CH3:13])[C:9]([C:8]1[CH:35]([C:34]2[CH:37]=[CH:38][CH:39]=[CH:40][C:33]=2[O:32][CH2:31][C:29]([O:28][CH3:27])=[O:30])[N:24]([C:23]2[CH:25]=[CH:26][C:20]([C:17]3[CH:18]=[CH:19][S:15][CH:16]=3)=[CH:21][CH:22]=2)[C:4](=[O:5])[C:6]=1[OH:7])=[O:10]. (2) Given the reactants Br[C:2]1[CH:3]=[N:4][C:5]2[N:6]([N:8]=[CH:9][C:10]=2[C:11]([NH:13][CH:14]([C:19]2[CH:24]=[CH:23][C:22]([O:25][C:26]([F:29])([F:28])[F:27])=[C:21]([F:30])[CH:20]=2)[C:15]([OH:18])([CH3:17])[CH3:16])=[O:12])[CH:7]=1.[CH:31]1(B(O)O)[CH2:33][CH2:32]1.CC(C)([O-])C.[K+].C1(P(C2CCCCC2)C2CCCCC2)CCCCC1, predict the reaction product. The product is: [CH:31]1([C:2]2[CH:3]=[N:4][C:5]3[N:6]([N:8]=[CH:9][C:10]=3[C:11]([NH:13][CH:14]([C:19]3[CH:24]=[CH:23][C:22]([O:25][C:26]([F:29])([F:28])[F:27])=[C:21]([F:30])[CH:20]=3)[C:15]([OH:18])([CH3:17])[CH3:16])=[O:12])[CH:7]=2)[CH2:33][CH2:32]1. (3) Given the reactants [F:1][C:2]1[CH:3]=[CH:4][C:5]([O:36][CH3:37])=[C:6]([C:8]2[CH:13]=[CH:12][N:11]=[C:10]3[N:14](S(C4C=CC=CC=4)(=O)=O)[C:15]([C:17]4[CH2:18][C:19]([CH3:26])([CH3:25])[NH:20][C:21]([CH3:24])([CH3:23])[CH:22]=4)=[CH:16][C:9]=23)[CH:7]=1.[OH-].[Na+], predict the reaction product. The product is: [F:1][C:2]1[CH:3]=[CH:4][C:5]([O:36][CH3:37])=[C:6]([C:8]2[CH:13]=[CH:12][N:11]=[C:10]3[NH:14][C:15]([C:17]4[CH2:18][C:19]([CH3:26])([CH3:25])[NH:20][C:21]([CH3:23])([CH3:24])[CH:22]=4)=[CH:16][C:9]=23)[CH:7]=1.